This data is from Peptide-MHC class I binding affinity with 185,985 pairs from IEDB/IMGT. The task is: Regression. Given a peptide amino acid sequence and an MHC pseudo amino acid sequence, predict their binding affinity value. This is MHC class I binding data. (1) The peptide sequence is EPIVGAETF. The MHC is HLA-A03:01 with pseudo-sequence HLA-A03:01. The binding affinity (normalized) is 0.0847. (2) The peptide sequence is HRYLIRQSM. The MHC is HLA-C04:01 with pseudo-sequence HLA-C04:01. The binding affinity (normalized) is 0.213. (3) The peptide sequence is ICDDVLSKY. The MHC is HLA-B27:05 with pseudo-sequence HLA-B27:05. The binding affinity (normalized) is 0.0847. (4) The peptide sequence is GLIVILFIM. The MHC is HLA-A02:03 with pseudo-sequence HLA-A02:03. The binding affinity (normalized) is 0.331. (5) The peptide sequence is SEAVNDSRF. The MHC is HLA-B44:02 with pseudo-sequence HLA-B44:02. The binding affinity (normalized) is 0.733. (6) The peptide sequence is FHKKRVEPL. The MHC is HLA-B18:01 with pseudo-sequence HLA-B18:01. The binding affinity (normalized) is 0.0847.